Task: Predict the product of the given reaction.. Dataset: Forward reaction prediction with 1.9M reactions from USPTO patents (1976-2016) (1) Given the reactants [H-].[Na+].[F:3][C:4]([F:12])([F:11])[CH:5]([OH:10])[C:6]([F:9])([F:8])[F:7].Cl[C:14]1[CH:19]=[CH:18][C:17]([N+:20]([O-:22])=[O:21])=[CH:16][N:15]=1.O, predict the reaction product. The product is: [N+:20]([C:17]1[CH:18]=[CH:19][C:14]([O:10][CH:5]([C:6]([F:9])([F:8])[F:7])[C:4]([F:12])([F:11])[F:3])=[N:15][CH:16]=1)([O-:22])=[O:21]. (2) Given the reactants CN(C(ON1N=NC2C=CC=NC1=2)=[N+](C)C)C.F[P-](F)(F)(F)(F)F.FC(F)(F)C([O-])=O.[C:32]([C:34]1[C:35]([CH3:51])=[C:36]([C@@H:41]2[O:46][CH2:45][C@@H:44]3[CH2:47][NH2+:48][CH2:49][CH2:50][N:43]3[CH2:42]2)[CH:37]=[CH:38][C:39]=1[F:40])#[N:33].[N:52]1([C:57]2[N:62]=[CH:61][C:60]([CH2:63][C:64](O)=[O:65])=[CH:59][N:58]=2)[CH:56]=[N:55][N:54]=[N:53]1.C(N(CC)CC)C, predict the reaction product. The product is: [F:40][C:39]1[C:34]([C:32]#[N:33])=[C:35]([CH3:51])[C:36]([C@@H:41]2[O:46][CH2:45][C@@H:44]3[CH2:47][N:48]([C:64](=[O:65])[CH2:63][C:60]4[CH:59]=[N:58][C:57]([N:52]5[CH:56]=[N:55][N:54]=[N:53]5)=[N:62][CH:61]=4)[CH2:49][CH2:50][N:43]3[CH2:42]2)=[CH:37][CH:38]=1. (3) Given the reactants Cl.[CH3:2][C:3]([CH3:48])([CH3:47])[CH2:4][C:5]1[N:6]=[C:7]([CH2:29][C:30]([C:35]2[CH:40]=[CH:39][C:38]([C:41]3[N:45]([CH3:46])[N:44]=[CH:43][CH:42]=3)=[CH:37][CH:36]=2)([OH:34])[CH:31]([F:33])[F:32])[N:8](C(C2C=CC=CC=2)(C2C=CC=CC=2)C2C=CC=CC=2)[CH:9]=1, predict the reaction product. The product is: [CH3:2][C:3]([CH3:48])([CH3:47])[CH2:4][C:5]1[N:6]=[C:7]([CH2:29][C:30]([C:35]2[CH:40]=[CH:39][C:38]([C:41]3[N:45]([CH3:46])[N:44]=[CH:43][CH:42]=3)=[CH:37][CH:36]=2)([OH:34])[CH:31]([F:32])[F:33])[NH:8][CH:9]=1. (4) Given the reactants I.C[O:3][C:4]1[CH:21]=[CH:20][C:7]2[C:8]([C:11]3[CH:16]=[CH:15][C:14]([O:17]C)=[CH:13][C:12]=3[CH3:19])=[N:9][O:10][C:6]=2[CH:5]=1.C(O)(=O)C.C(OC(=O)C)(=O)C, predict the reaction product. The product is: [OH:17][C:14]1[CH:15]=[CH:16][C:11]([C:8]2[C:7]3[CH:20]=[CH:21][C:4]([OH:3])=[CH:5][C:6]=3[O:10][N:9]=2)=[C:12]([CH3:19])[CH:13]=1. (5) Given the reactants [CH2:1]([O:8][C:9]([N:11]([CH2:18][C:19]1[CH:24]=[CH:23][C:22]([NH:25][CH2:26][O:27][C:28]([N:30]2[CH2:34][CH2:33][CH2:32][CH2:31]2)=[O:29])=[C:21]([N+:35]([O-])=O)[CH:20]=1)[C@H:12]([C:14]([CH3:17])([CH3:16])[CH3:15])[CH3:13])=[O:10])[C:2]1[CH:7]=[CH:6][CH:5]=[CH:4][CH:3]=1.[NH4+].[Cl-].O, predict the reaction product. The product is: [NH2:35][C:21]1[CH:20]=[C:19]([CH2:18][N:11]([C:9]([O:8][CH2:1][C:2]2[CH:7]=[CH:6][CH:5]=[CH:4][CH:3]=2)=[O:10])[C@H:12]([C:14]([CH3:17])([CH3:16])[CH3:15])[CH3:13])[CH:24]=[CH:23][C:22]=1[NH:25][CH2:26][O:27][C:28]([N:30]1[CH2:31][CH2:32][CH2:33][CH2:34]1)=[O:29].